From a dataset of Full USPTO retrosynthesis dataset with 1.9M reactions from patents (1976-2016). Predict the reactants needed to synthesize the given product. (1) The reactants are: [C:1]([O:5][C:6]([N:8]1[CH2:13][CH2:12][N:11]([C:14]([C:16]2[C:24]3[C:19](=[CH:20][C:21]([O:25][CH3:26])=[CH:22][CH:23]=3)[N:18]([C:27]3[CH:32]=[CH:31][CH:30]=[CH:29][CH:28]=3)[C:17]=2Cl)=[O:15])[CH2:10][CH2:9]1)=[O:7])([CH3:4])([CH3:3])[CH3:2].[CH3:34][C:35]1[CH:40]=[CH:39][CH:38]=[CH:37][C:36]=1[OH:41]. Given the product [C:1]([O:5][C:6]([N:8]1[CH2:13][CH2:12][N:11]([C:14]([C:16]2[C:24]3[C:19](=[CH:20][C:21]([O:25][CH3:26])=[CH:22][CH:23]=3)[N:18]([C:27]3[CH:32]=[CH:31][CH:30]=[CH:29][CH:28]=3)[C:17]=2[O:41][C:36]2[CH:37]=[CH:38][CH:39]=[CH:40][C:35]=2[CH3:34])=[O:15])[CH2:10][CH2:9]1)=[O:7])([CH3:4])([CH3:3])[CH3:2], predict the reactants needed to synthesize it. (2) The reactants are: [S:9](O[S:9]([C:12]([F:15])([F:14])[F:13])(=[O:11])=[O:10])([C:12]([F:15])([F:14])[F:13])(=[O:11])=[O:10].[F:16][C:17]([F:32])([F:31])[C:18]1[CH:23]=[CH:22][C:21]([C:24]2[CH:29]=[CH:28][C:27]([NH2:30])=[CH:26][CH:25]=2)=[CH:20][CH:19]=1. Given the product [F:15][C:12]([F:13])([F:14])[S:9]([NH:30][C:27]1[CH:28]=[CH:29][C:24]([C:21]2[CH:22]=[CH:23][C:18]([C:17]([F:16])([F:31])[F:32])=[CH:19][CH:20]=2)=[CH:25][CH:26]=1)(=[O:10])=[O:11], predict the reactants needed to synthesize it. (3) Given the product [CH2:18]([O:17][P:15]([C:12]([C:11]1[CH:10]=[C:9]2[C:4]([CH:5]=[CH:6][C:7]([C:23]([NH:38][C:39]3[CH:44]=[CH:43][CH:42]=[CH:41][CH:40]=3)=[O:25])=[N:8]2)=[CH:3][C:2]=1[Br:1])([F:13])[F:14])(=[O:16])[O:20][CH2:21][CH3:22])[CH3:19], predict the reactants needed to synthesize it. The reactants are: [Br:1][C:2]1[CH:3]=[C:4]2[C:9](=[CH:10][C:11]=1[C:12]([P:15]([O:20][CH2:21][CH3:22])([O:17][CH2:18][CH3:19])=[O:16])([F:14])[F:13])[N:8]=[C:7]([C:23]([OH:25])=O)[CH:6]=[CH:5]2.CCN=C=NCCCN(C)C.Cl.[NH2:38][C:39]1[CH:44]=[CH:43][CH:42]=[CH:41][CH:40]=1.CCN(C(C)C)C(C)C. (4) Given the product [C:11]([O:14][CH:15]=[C:16]([CH3:18])[CH2:17][C:6]1[CH:7]=[CH:8][C:3]([O:2][CH3:1])=[C:4]([O:9][CH3:10])[CH:5]=1)(=[O:13])[CH3:12], predict the reactants needed to synthesize it. The reactants are: [CH3:1][O:2][C:3]1[CH:8]=[CH:7][CH:6]=[CH:5][C:4]=1[O:9][CH3:10].[C:11]([O:14][CH:15](OC(=O)C)[C:16]([CH3:18])=[CH2:17])(=[O:13])[CH3:12]. (5) Given the product [C:1]([C:5]1[CH:10]=[C:9]([NH2:11])[C:8]([NH2:12])=[CH:7][C:6]=1[S:15][C:16]#[N:17])([CH3:4])([CH3:2])[CH3:3], predict the reactants needed to synthesize it. The reactants are: [C:1]([C:5]1[C:6]([S:15][C:16]#[N:17])=[CH:7][C:8]([N+:12]([O-])=O)=[C:9]([NH2:11])[CH:10]=1)([CH3:4])([CH3:3])[CH3:2].[H][H].